Dataset: Reaction yield outcomes from USPTO patents with 853,638 reactions. Task: Predict the reaction yield, written as a fraction of the theoretical maximum amount of product (1.0 means a 100% yield; for example, 0.34 means a 34% yield). (1) The reactants are [Br:1][C:2]1[CH:11]=[CH:10][CH:9]=[C:8]2[C:3]=1[CH:4]=[CH:5][CH:6]=[C:7]2C(O)=O.CC[N:17]([CH2:20]C)CC.C1C=CC(P(N=[N+]=[N-])(C2C=CC=CC=2)=[O:29])=CC=1.[CH3:39][C:40]([OH:43])([CH3:42])[CH3:41]. No catalyst specified. The product is [C:40]([O:43][C:20](=[O:29])[NH:17][C:7]1[C:8]2[C:3](=[C:2]([Br:1])[CH:11]=[CH:10][CH:9]=2)[CH:4]=[CH:5][CH:6]=1)([CH3:42])([CH3:41])[CH3:39]. The yield is 0.650. (2) The reactants are [CH3:1][O:2][C:3]1[C:12]([O:13][CH3:14])=[C:11]2[C:6]([C:7]([NH:15][C@@H:16]3[CH2:20][CH2:19][O:18][CH2:17]3)=[N:8][CH:9]=[N:10]2)=[CH:5][CH:4]=1.[H-].[Na+].[CH3:23]I. The catalyst is C1COCC1. The product is [CH3:1][O:2][C:3]1[C:12]([O:13][CH3:14])=[C:11]2[C:6]([C:7]([N:15]([CH3:23])[C@H:16]3[CH2:20][CH2:19][O:18][CH2:17]3)=[N:8][CH:9]=[N:10]2)=[CH:5][CH:4]=1. The yield is 0.930. (3) The reactants are C(NC(C)C)(C)C.C([Li])CCC.[C:13]1([C:23]2[CH:28]=[CH:27][CH:26]=[CH:25][CH:24]=2)[CH:18]=[CH:17][C:16]([CH2:19][C:20]([OH:22])=[O:21])=[CH:15][CH:14]=1.Br[CH2:30][C:31]([CH3:33])=[CH2:32]. The catalyst is C1COCC1. The product is [CH3:32][C:31](=[CH2:30])[CH2:33][CH:19]([C:16]1[CH:15]=[CH:14][C:13]([C:23]2[CH:24]=[CH:25][CH:26]=[CH:27][CH:28]=2)=[CH:18][CH:17]=1)[C:20]([OH:22])=[O:21]. The yield is 0.720. (4) The reactants are [Cl:1][C:2]1[CH:7]=[C:6]([CH2:8]Cl)[CH:5]=[CH:4][N:3]=1.C([O-])([O-])=O.[K+].[K+].[C:16]([N:23]1[CH2:28][CH2:27][NH:26][CH2:25][CH2:24]1)([O:18][C:19]([CH3:22])([CH3:21])[CH3:20])=[O:17]. The catalyst is CN(C=O)C. The product is [C:16]([N:23]1[CH2:24][CH2:25][N:26]([CH2:8][C:6]2[CH:5]=[CH:4][N:3]=[C:2]([Cl:1])[CH:7]=2)[CH2:27][CH2:28]1)([O:18][C:19]([CH3:22])([CH3:21])[CH3:20])=[O:17]. The yield is 0.910.